Dataset: Forward reaction prediction with 1.9M reactions from USPTO patents (1976-2016). Task: Predict the product of the given reaction. (1) Given the reactants [NH2:1][C@@H:2]1[C:11]2[C:6](=[CH:7][CH:8]=[CH:9][CH:10]=2)[C@H:5]([OH:12])[CH2:4][CH2:3]1.[H-].[Na+].[CH3:15][C@H:16]1[CH2:21][CH2:20][CH2:19][C@@H:18]([CH3:22])[N:17]1[C:23]1[N:27]2[CH:28]=[C:29](F)[CH:30]=[CH:31][C:26]2=[N:25][N:24]=1.C, predict the reaction product. The product is: [CH3:15][C@H:16]1[CH2:21][CH2:20][CH2:19][C@@H:18]([CH3:22])[N:17]1[C:23]1[N:27]2[CH:28]=[C:29]([O:12][C@H:5]3[C:6]4[C:11](=[CH:10][CH:9]=[CH:8][CH:7]=4)[C@@H:2]([NH2:1])[CH2:3][CH2:4]3)[CH:30]=[CH:31][C:26]2=[N:25][N:24]=1. (2) Given the reactants [Cl:1][C:2]1[C:7]([C:8]2[C:13]([F:14])=[CH:12][C:11]([F:15])=[CH:10][C:9]=2[F:16])=[C:6](Cl)[N:5]=[C:4]([C:18]2[CH:23]=[N:22][CH:21]=[CH:20][N:19]=2)[N:3]=1.[F:24][C:25]([F:30])([F:29])[C@@H:26]([NH2:28])[CH3:27].CN(C)C=O, predict the reaction product. The product is: [Cl:1][C:2]1[N:3]=[C:4]([C:18]2[CH:23]=[N:22][CH:21]=[CH:20][N:19]=2)[N:5]=[C:6]([NH:28][C@@H:26]([CH3:27])[C:25]([F:30])([F:29])[F:24])[C:7]=1[C:8]1[C:9]([F:16])=[CH:10][C:11]([F:15])=[CH:12][C:13]=1[F:14]. (3) Given the reactants OO.C([OH:5])C.[C:6]([C:8]1[C:9]([NH:14][C:15](=O)[CH2:16][O:17][CH2:18][CH2:19][C:20]2[CH:25]=[CH:24][C:23]([F:26])=[CH:22][CH:21]=2)=[N:10][CH:11]=[CH:12][CH:13]=1)#[N:7].Cl, predict the reaction product. The product is: [F:26][C:23]1[CH:24]=[CH:25][C:20]([CH2:19][CH2:18][O:17][CH2:16][C:15]2[NH:7][C:6](=[O:5])[C:8]3[CH:13]=[CH:12][CH:11]=[N:10][C:9]=3[N:14]=2)=[CH:21][CH:22]=1.